Dataset: Reaction yield outcomes from USPTO patents with 853,638 reactions. Task: Predict the reaction yield, written as a fraction of the theoretical maximum amount of product (1.0 means a 100% yield; for example, 0.34 means a 34% yield). (1) The reactants are [Br:1][C:2]1[CH:7]=[C:6]([Cl:8])[C:5]([S:9](Cl)(=[O:11])=[O:10])=[C:4]([Cl:13])[CH:3]=1.[NH2:14][C:15]1[CH:16]=[N:17][N:18]([CH3:21])[C:19]=1[CH3:20]. The catalyst is N1C=CC=CC=1. The product is [Br:1][C:2]1[CH:7]=[C:6]([Cl:8])[C:5]([S:9]([NH:14][C:15]2[CH:16]=[N:17][N:18]([CH3:21])[C:19]=2[CH3:20])(=[O:11])=[O:10])=[C:4]([Cl:13])[CH:3]=1. The yield is 0.640. (2) The reactants are [NH:1]1[C:9]2[C:4](=[CH:5][CH:6]=[CH:7][CH:8]=2)[C:3]([CH2:10][C:11]#[N:12])=[CH:2]1.[CH3:13][C:14]([O:17][C:18](O[C:18]([O:17][C:14]([CH3:16])([CH3:15])[CH3:13])=[O:19])=[O:19])([CH3:16])[CH3:15]. The catalyst is C(Cl)Cl.CN(C1C=CN=CC=1)C. The product is [C:14]([O:17][C:18]([N:1]1[C:9]2[C:4](=[CH:5][CH:6]=[CH:7][CH:8]=2)[C:3]([CH2:10][C:11]#[N:12])=[CH:2]1)=[O:19])([CH3:16])([CH3:15])[CH3:13]. The yield is 0.840. (3) The reactants are [C:1]1([CH2:7][CH2:8][N+:9]([O-:11])=[O:10])[CH:6]=[CH:5][CH:4]=[CH:3][CH:2]=1.[F-].C([N+](CCCC)(CCCC)CCCC)CCC.[CH2:30]([O:37][C@H:38]1[CH2:42][N:41]([C:43]([O:45][C:46]([CH3:49])([CH3:48])[CH3:47])=[O:44])[C@H:40]([CH:50]=[O:51])[CH2:39]1)[C:31]1[CH:36]=[CH:35][CH:34]=[CH:33][CH:32]=1. The catalyst is C1COCC1.C(OCC)(=O)C. The product is [CH2:30]([O:37][C@H:38]1[CH2:42][N:41]([C:43]([O:45][C:46]([CH3:47])([CH3:48])[CH3:49])=[O:44])[C@@H:40]([C@@H:50]([OH:51])[C@@H:8]([N+:9]([O-:11])=[O:10])[CH2:7][C:1]2[CH:6]=[CH:5][CH:4]=[CH:3][CH:2]=2)[CH2:39]1)[C:31]1[CH:36]=[CH:35][CH:34]=[CH:33][CH:32]=1. The yield is 0.350.